Task: Predict the reactants needed to synthesize the given product.. Dataset: Full USPTO retrosynthesis dataset with 1.9M reactions from patents (1976-2016) (1) The reactants are: C(N)(=N)C1C=CC=CC=1.[C:10]1(=O)[C:19]2[C:14](=[CH:15][CH:16]=[CH:17][CH:18]=2)[CH2:13][CH2:12][CH2:11]1.[BH4-].[Na+].CC1C=CC(S(O)(=O)=O)=CC=1. Given the product [CH2:18]1[C:19]2[C:14](=[CH:13][CH:12]=[CH:11][CH:10]=2)[CH:15]=[CH:16][CH2:17]1, predict the reactants needed to synthesize it. (2) Given the product [Br:1][C:2]1[CH:3]=[C:4]([CH2:9][C:10]([OH:12])=[O:11])[CH:5]=[C:6]([O:8][C:21]2[CH:22]=[CH:23][C:18]([S:15]([CH2:13][CH3:14])(=[O:17])=[O:16])=[CH:19][C:20]=2[Cl:25])[CH:7]=1, predict the reactants needed to synthesize it. The reactants are: [Br:1][C:2]1[CH:3]=[C:4]([CH2:9][C:10]([OH:12])=[O:11])[CH:5]=[C:6]([OH:8])[CH:7]=1.[CH2:13]([S:15]([C:18]1[CH:23]=[CH:22][C:21](F)=[C:20]([Cl:25])[CH:19]=1)(=[O:17])=[O:16])[CH3:14]. (3) Given the product [I:22][C:21]1[CH:20]=[N:19][C:18]2[NH:1][C:2]3[CH:7]=[CH:6][CH:5]=[C:4]([CH:3]=3)[S:8](=[O:10])(=[O:9])[NH:11][CH2:12][CH2:13][CH2:14][NH:15][C:16]=1[N:17]=2, predict the reactants needed to synthesize it. The reactants are: [NH2:1][C:2]1[CH:3]=[C:4]([S:8]([NH:11][CH2:12][CH2:13][CH2:14][NH:15][C:16]2[C:21]([I:22])=[CH:20][N:19]=[C:18](Cl)[N:17]=2)(=[O:10])=[O:9])[CH:5]=[CH:6][CH:7]=1.C(#N)C.O. (4) Given the product [CH3:11][O:10][C:8](=[O:9])[CH2:12][CH2:13][C:14](=[O:15])[CH2:1][Br:17], predict the reactants needed to synthesize it. The reactants are: [CH3:1][Si](C=[N+]=[N-])(C)C.[C:8]([CH2:12][CH2:13][C:14](Cl)=[O:15])([O:10][CH3:11])=[O:9].[BrH:17]. (5) The reactants are: [CH3:1][O:2][C:3]([C:5]1[C:9]2[C:10](=O)[NH:11][CH2:12][CH2:13][C:8]=2[N:7]([CH2:15][CH2:16][C:17]2[CH:22]=[CH:21][C:20]([N+:23]([O-:25])=[O:24])=[CH:19][CH:18]=2)[CH:6]=1)=[O:4].P12(SP3(SP(SP(S3)(S1)=S)(=S)S2)=S)=[S:27]. Given the product [CH3:1][O:2][C:3]([C:5]1[C:9]2[C:10](=[S:27])[NH:11][CH2:12][CH2:13][C:8]=2[N:7]([CH2:15][CH2:16][C:17]2[CH:22]=[CH:21][C:20]([N+:23]([O-:25])=[O:24])=[CH:19][CH:18]=2)[CH:6]=1)=[O:4], predict the reactants needed to synthesize it. (6) Given the product [N:22]1([C:19]([C:16]2[NH:17][C:18]3[C:14]([CH:15]=2)=[CH:13][CH:12]=[CH:11][C:10]=3[NH:9][S:6]([C:2]2[S:1][CH:5]=[CH:4][CH:3]=2)(=[O:7])=[O:8])=[O:21])[CH2:26][CH2:25][CH2:24][CH2:23]1, predict the reactants needed to synthesize it. The reactants are: [S:1]1[CH:5]=[CH:4][CH:3]=[C:2]1[S:6]([NH:9][C:10]1[CH:11]=[CH:12][CH:13]=[C:14]2[C:18]=1[NH:17][C:16]([C:19]([OH:21])=O)=[CH:15]2)(=[O:8])=[O:7].[NH:22]1[CH2:26][CH2:25][CH2:24][CH2:23]1.N1(O)C2C=CC=CC=2N=N1.Cl.CN(C)CCCN=C=NCC. (7) The reactants are: [CH3:1][C:2]1[CH:7]=[CH:6][CH:5]=[C:4]([CH3:8])[C:3]=1[CH2:9][NH:10][NH:11][C:12](=[O:15])OC.C(OC)(=O)[C:17]#[C:18][C:19]([O:21][CH3:22])=[O:20].C[O-].[Na+].Cl. Given the product [CH3:8][C:4]1[CH:5]=[CH:6][CH:7]=[C:2]([CH3:1])[C:3]=1[CH2:9][N:10]1[C:18]([C:19]([O:21][CH3:22])=[O:20])=[CH:17][C:12]([OH:15])=[N:11]1, predict the reactants needed to synthesize it. (8) Given the product [Cl:8][C:5]1[C:4]([I:14])=[N:3][C:2]([Cl:1])=[CH:7][CH:6]=1, predict the reactants needed to synthesize it. The reactants are: [Cl:1][C:2]1[CH:7]=[CH:6][C:5]([Cl:8])=[CH:4][N:3]=1.[Li]C(C)(C)C.[I:14]I.